The task is: Predict the product of the given reaction.. This data is from Forward reaction prediction with 1.9M reactions from USPTO patents (1976-2016). (1) Given the reactants [C:1]([O:5][C:6](=[O:19])[NH:7][C:8]1[CH:13]=[CH:12][C:11]([C:14]([F:17])([F:16])[F:15])=[CH:10][C:9]=1[NH2:18])([CH3:4])([CH3:3])[CH3:2].C([O:24][C:25](=O)[CH2:26][C:27]([C:29]1[CH:34]=[CH:33][CH:32]=[C:31]([C:35]2[CH:36]=[N:37][C:38]([C:41]#[N:42])=[CH:39][CH:40]=2)[CH:30]=1)=[O:28])(C)(C)C, predict the reaction product. The product is: [C:1]([O:5][C:6](=[O:19])[NH:7][C:8]1[CH:13]=[CH:12][C:11]([C:14]([F:17])([F:16])[F:15])=[CH:10][C:9]=1[NH:18][C:25](=[O:24])[CH2:26][C:27]([C:29]1[CH:34]=[CH:33][CH:32]=[C:31]([C:35]2[CH:36]=[N:37][C:38]([C:41]#[N:42])=[CH:39][CH:40]=2)[CH:30]=1)=[O:28])([CH3:4])([CH3:2])[CH3:3]. (2) Given the reactants [CH3:1][O:2][C:3](=[O:23])[CH2:4][CH2:5][C:6]1[CH:11]=[C:10]([O:12][Si](C(C)(C)C)(C)C)[CH:9]=[CH:8][C:7]=1[CH:20]1[CH2:22][CH2:21]1.[F-].C([N+](CCCC)(CCCC)CCCC)CCC, predict the reaction product. The product is: [CH3:1][O:2][C:3](=[O:23])[CH2:4][CH2:5][C:6]1[CH:11]=[C:10]([OH:12])[CH:9]=[CH:8][C:7]=1[CH:20]1[CH2:21][CH2:22]1. (3) Given the reactants C([O:3][C:4](=[O:28])[CH2:5][N:6]1[C:14]2[C:9](=[CH:10][C:11]([Cl:15])=[CH:12][CH:13]=2)[C:8]2([CH2:19][O:18][C:17]3[CH:20]=[C:21]4[C:25](=[CH:26][C:16]2=3)[CH2:24][CH2:23][O:22]4)[C:7]1=[O:27])C.C(OC(=O)CN1C2C(=CC=CC=2)C2(C3=CC4OCOC=4C=C3OC2)C1=O)C, predict the reaction product. The product is: [Cl:15][C:11]1[CH:10]=[C:9]2[C:14](=[CH:13][CH:12]=1)[N:6]([CH2:5][C:4]([OH:28])=[O:3])[C:7](=[O:27])[C:8]12[CH2:19][O:18][C:17]2[CH:20]=[C:21]3[C:25](=[CH:26][C:16]1=2)[CH2:24][CH2:23][O:22]3. (4) Given the reactants [Cl:1][C:2]1[CH:11]=[C:10]2[C:5]([C:6]([CH3:21])=[C:7]([CH2:13][C:14]3[CH:19]=[CH:18][C:17]([Cl:20])=[CH:16][CH:15]=3)[C:8]([CH3:12])=[N:9]2)=[C:4](OS(C(F)(F)F)(=O)=O)[CH:3]=1.ClC1C=C(OS(C(F)(F)F)(=O)=O)C=C2C=1C(C)=C(CC1C=CC(Cl)=CC=1)C(C)=N2.C([Si]([O:66][C:67]([O:69][CH3:70])=[CH2:68])(C)C)(C)(C)C.C([O-])(=O)C.[Na+], predict the reaction product. The product is: [CH3:70][O:69][C:67](=[O:66])[CH2:68][C:4]1[CH:3]=[C:2]([Cl:1])[CH:11]=[C:10]2[C:5]=1[C:6]([CH3:21])=[C:7]([CH2:13][C:14]1[CH:19]=[CH:18][C:17]([Cl:20])=[CH:16][CH:15]=1)[C:8]([CH3:12])=[N:9]2. (5) Given the reactants [CH2:1]([C:3]1[CH:4]=[C:5]([C:16]#[CH:17])[CH:6]=[C:7]2[C:12]=1[C:11](=[O:13])[CH2:10][CH2:9][C:8]2([CH3:15])[CH3:14])[CH3:2].[CH3:18][O:19][C:20](=[O:49])[C:21]([C:24]1[CH:29]=[CH:28][C:27](C#CC2C=C(C3CC3)C3OC4(CC4)CC(C)(C)C=3C=2)=[CH:26][CH:25]=1)([CH3:23])[CH3:22].C(N(CC)CC)C.C(OCC)(=O)C, predict the reaction product. The product is: [CH3:18][O:19][C:20](=[O:49])[C:21]([C:24]1[CH:25]=[CH:26][C:27]([C:17]#[C:16][C:5]2[CH:4]=[C:3]([CH2:1][CH3:2])[C:12]3[C:11](=[O:13])[CH2:10][CH2:9][C:8]([CH3:14])([CH3:15])[C:7]=3[CH:6]=2)=[CH:28][CH:29]=1)([CH3:23])[CH3:22]. (6) The product is: [ClH:1].[O:20]1[C:24]2[C:25]([NH:29][C:2]3[C:3]4[N:4]([C:16]([CH3:19])=[CH:17][CH:18]=4)[C:5]([C:8]([N:10]4[CH2:15][CH2:14][O:13][CH2:12][CH2:11]4)=[O:9])=[CH:6][N:7]=3)=[CH:26][CH:27]=[CH:28][C:23]=2[CH2:22][CH2:21]1. Given the reactants [Cl:1][C:2]1[C:3]2[N:4]([C:16]([CH3:19])=[CH:17][CH:18]=2)[C:5]([C:8]([N:10]2[CH2:15][CH2:14][O:13][CH2:12][CH2:11]2)=[O:9])=[CH:6][N:7]=1.[O:20]1[C:24]2[C:25]([NH2:29])=[CH:26][CH:27]=[CH:28][C:23]=2[CH2:22][CH2:21]1, predict the reaction product. (7) Given the reactants [CH3:1][C:2]1[CH:10]=[CH:9][CH:8]=[C:7]2[C:3]=1[CH2:4][C:5](=[O:11])[NH:6]2.[I:12]N1C(=O)CCC1=O, predict the reaction product. The product is: [I:12][C:10]1[C:2]([CH3:1])=[C:3]2[C:7](=[CH:8][CH:9]=1)[NH:6][C:5](=[O:11])[CH2:4]2.